Dataset: Forward reaction prediction with 1.9M reactions from USPTO patents (1976-2016). Task: Predict the product of the given reaction. Given the reactants [OH:1][C:2]1[CH:10]=[C:9]2[C:5]([CH:6]=[C:7]([C:11]([OH:13])=[O:12])[NH:8]2)=[CH:4][CH:3]=1.C(=O)([O-])[O-].[Li+].[Li+].[CH2:20](Br)[C:21]1[CH:26]=[CH:25][CH:24]=[CH:23][CH:22]=1.Cl, predict the reaction product. The product is: [OH:1][C:2]1[CH:10]=[C:9]2[C:5]([CH:6]=[C:7]([C:11]([O:13][CH2:20][C:21]3[CH:26]=[CH:25][CH:24]=[CH:23][CH:22]=3)=[O:12])[NH:8]2)=[CH:4][CH:3]=1.